This data is from Catalyst prediction with 721,799 reactions and 888 catalyst types from USPTO. The task is: Predict which catalyst facilitates the given reaction. (1) Reactant: Cl[C:2]1[CH:3]=[CH:4][C:5]2[N:6]([C:8]([C:11]3[CH:16]=[CH:15][CH:14]=[C:13]([Cl:17])[CH:12]=3)=[CH:9][N:10]=2)[N:7]=1.[CH:18]1([NH2:25])[CH2:23][CH2:22][CH2:21][CH:20]([NH2:24])[CH2:19]1.C([O-])(O)=O.[Na+]. Product: [Cl:17][C:13]1[CH:12]=[C:11]([C:8]2[N:6]3[N:7]=[C:2]([NH:24][CH:20]4[CH2:21][CH2:22][CH2:23][CH:18]([NH2:25])[CH2:19]4)[CH:3]=[CH:4][C:5]3=[N:10][CH:9]=2)[CH:16]=[CH:15][CH:14]=1. The catalyst class is: 37. (2) Reactant: [OH:1][CH:2]1[CH2:7][CH2:6][N:5]([C:8]([O:10][C:11]([CH3:14])([CH3:13])[CH3:12])=[O:9])[CH2:4][CH:3]1[CH2:15][OH:16].C(N(CC)CC)C.[CH3:24][CH:25]([Si:27](Cl)([CH:31]([CH3:33])[CH3:32])[CH:28]([CH3:30])[CH3:29])[CH3:26]. Product: [OH:1][CH:2]1[CH2:7][CH2:6][N:5]([C:8]([O:10][C:11]([CH3:12])([CH3:13])[CH3:14])=[O:9])[CH2:4][CH:3]1[CH2:15][O:16][Si:27]([CH:31]([CH3:33])[CH3:32])([CH:28]([CH3:30])[CH3:29])[CH:25]([CH3:26])[CH3:24]. The catalyst class is: 142. (3) Reactant: COC[C:4]([N:6]1[CH2:11][CH2:10][CH:9]([C:12]2[C:17]([O:18][C:19]3[CH:24]=[CH:23][C:22]([NH:25][C:26]4[CH:31]=[CH:30][C:29]([CH3:32])=[CH:28][N:27]=4)=[CH:21][CH:20]=3)=[N:16][CH:15]=[CH:14][N:13]=2)[CH2:8][CH2:7]1)=[O:5].C(N(C(C)C)CC)(C)C.Cl[C:43](OC)=[O:44]. Product: [CH3:32][C:29]1[CH:30]=[CH:31][C:26]([NH:25][C:22]2[CH:23]=[CH:24][C:19]([O:18][C:17]3[C:12]([CH:9]4[CH2:10][CH2:11][N:6]([C:4]([O:44][CH3:43])=[O:5])[CH2:7][CH2:8]4)=[N:13][CH:14]=[CH:15][N:16]=3)=[CH:20][CH:21]=2)=[N:27][CH:28]=1. The catalyst class is: 2. (4) Reactant: [NH2:1][C:2]1[CH:7]=[CH:6][N:5]=[CH:4][CH:3]=1.C(N(CC)CC)C.[F:15][C:16]1[CH:17]=[N:18][C:19]([O:25][C:26]2[CH:31]=[CH:30][CH:29]=[C:28]([S:32][CH3:33])[CH:27]=2)=[C:20]([CH:24]=1)[C:21](O)=[O:22].Cl.CN(C)CCCN=C=NCC.ON1C2C=CC=CC=2N=N1. Product: [F:15][C:16]1[CH:17]=[N:18][C:19]([O:25][C:26]2[CH:31]=[CH:30][CH:29]=[C:28]([S:32][CH3:33])[CH:27]=2)=[C:20]([CH:24]=1)[C:21]([NH:1][C:2]1[CH:7]=[CH:6][N:5]=[CH:4][CH:3]=1)=[O:22]. The catalyst class is: 9. (5) Reactant: [NH2:1][C:2]1[N:7]=[CH:6][C:5]([C:8]([N:10]2[CH2:15][CH2:14][N:13]([C:16]3[C:21]([CH3:22])=[CH:20][C:19]([CH3:23])=[CH:18][N:17]=3)[CH2:12][CH2:11]2)=[O:9])=[C:4]([CH3:24])[CH:3]=1.C(N(CC)CC)C.Cl[CH2:33][CH2:34][CH2:35][S:36](Cl)(=[O:38])=[O:37].O. Product: [CH3:22][C:21]1[C:16]([N:13]2[CH2:14][CH2:15][N:10]([C:8]([C:5]3[CH:6]=[N:7][C:2]([N:1]4[CH2:33][CH2:34][CH2:35][S:36]4(=[O:38])=[O:37])=[CH:3][C:4]=3[CH3:24])=[O:9])[CH2:11][CH2:12]2)=[N:17][CH:18]=[C:19]([CH3:23])[CH:20]=1. The catalyst class is: 4. (6) Reactant: [OH:1][C:2]1[CH:3]=[C:4]([CH:18]=[C:19]([O:21][CH:22]([CH3:24])[CH3:23])[CH:20]=1)[C:5]([NH:7][C:8]1[N:13]=[CH:12][C:11]([C:14]([O:16][CH3:17])=[O:15])=[CH:10][CH:9]=1)=[O:6].C1(P(C2C=CC=CC=2)C2C=CC=CC=2)C=CC=CC=1.[CH2:44](O)[CH:45]([CH3:47])[CH3:46].CC(OC(/N=N/C(OC(C)C)=O)=O)C. Product: [CH2:44]([O:1][C:2]1[CH:3]=[C:4]([CH:18]=[C:19]([O:21][CH:22]([CH3:24])[CH3:23])[CH:20]=1)[C:5]([NH:7][C:8]1[N:13]=[CH:12][C:11]([C:14]([O:16][CH3:17])=[O:15])=[CH:10][CH:9]=1)=[O:6])[CH:45]([CH3:47])[CH3:46]. The catalyst class is: 1.